This data is from Reaction yield outcomes from USPTO patents with 853,638 reactions. The task is: Predict the reaction yield, written as a fraction of the theoretical maximum amount of product (1.0 means a 100% yield; for example, 0.34 means a 34% yield). (1) The reactants are [Cl:1][C:2]1[CH:3]=[C:4](/[CH:9]=[CH:10]/[CH2:11][N:12]2[C:20]3[C:15](=[CH:16][C:17](OC(F)(F)F)=[CH:18][CH:19]=3)[C:14](=[O:26])[C:13]2=[O:27])[CH:5]=[CH:6][C:7]=1[Cl:8].N1C2C(=CC=CC=2)C(=O)C1=O.ClC1C=CC(/C=C/CCl)=CC=1Cl. No catalyst specified. The product is [Cl:1][C:2]1[CH:3]=[C:4](/[CH:9]=[CH:10]/[CH2:11][N:12]2[C:20]3[C:15](=[CH:16][CH:17]=[CH:18][CH:19]=3)[C:14](=[O:26])[C:13]2=[O:27])[CH:5]=[CH:6][C:7]=1[Cl:8]. The yield is 0.760. (2) The reactants are [F:1][C:2]([F:27])([F:26])[C:3]([C:9]1[CH:14]=[CH:13][C:12]([CH2:15][S:16]([C:19]2[CH:24]=[CH:23][C:22]([F:25])=[CH:21][CH:20]=2)(=[O:18])=[O:17])=[CH:11][CH:10]=1)([OH:8])[C:4]([F:7])([F:6])[F:5].Br[CH2:29][C:30]1[C:35]([F:36])=[CH:34][CH:33]=[CH:32][C:31]=1[F:37].C(=O)([O-])[O-].[K+].[K+]. The catalyst is CN(C)C=O. The product is [F:36][C:35]1[CH:34]=[CH:33][CH:32]=[C:31]([F:37])[C:30]=1[CH2:29][O:8][C:3]([C:9]1[CH:10]=[CH:11][C:12]([CH2:15][S:16]([C:19]2[CH:20]=[CH:21][C:22]([F:25])=[CH:23][CH:24]=2)(=[O:18])=[O:17])=[CH:13][CH:14]=1)([C:4]([F:7])([F:6])[F:5])[C:2]([F:26])([F:1])[F:27]. The yield is 0.950. (3) The reactants are CC1C=CC(S(O[CH2:12][C@H:13]2[CH2:19][CH2:18][CH2:17][C:16]3[CH:20]=[CH:21][CH:22]=[C:23]([C:24]4[C:29]([Cl:30])=[CH:28][CH:27]=[CH:26][C:25]=4[Cl:31])[C:15]=3[O:14]2)(=O)=O)=CC=1.[N-:32]=[N+:33]=[N-:34].[Na+]. The catalyst is CS(C)=O. The product is [N:32]([CH2:12][C@@H:13]1[O:14][C:15]2[C:23]([C:24]3[C:29]([Cl:30])=[CH:28][CH:27]=[CH:26][C:25]=3[Cl:31])=[CH:22][CH:21]=[CH:20][C:16]=2[CH2:17][CH2:18][CH2:19]1)=[N+:33]=[N-:34]. The yield is 0.860. (4) The reactants are [OH:1]/[N:2]=[C:3](\[C:10]1[N:14]([CH3:15])[N:13]=[CH:12][N:11]=1)/[C:4]1[CH:9]=[CH:8][CH:7]=[CH:6][CH:5]=1.C([O-])([O-])=O.[Cs+].[Cs+].Br[CH2:23][C:24]1[N:29]=[C:28]([N:30]2[C:38](=[O:39])[C:37]3[C:32](=[CH:33][CH:34]=[CH:35][CH:36]=3)[C:31]2=[O:40])[CH:27]=[CH:26][CH:25]=1. The catalyst is CC#N. The product is [CH3:15][N:14]1[C:10]([C:3](=[N:2][O:1][CH2:23][C:24]2[N:29]=[C:28]([N:30]3[C:31](=[O:40])[C:32]4[C:37](=[CH:36][CH:35]=[CH:34][CH:33]=4)[C:38]3=[O:39])[CH:27]=[CH:26][CH:25]=2)[C:4]2[CH:5]=[CH:6][CH:7]=[CH:8][CH:9]=2)=[N:11][CH:12]=[N:13]1. The yield is 0.740. (5) The product is [ClH:40].[F:25][C:26]1[CH:33]=[CH:32][C:29]([CH2:30][O:1][C:2]2[CH:3]=[CH:4][C:5]([C@H:8]3[CH2:12][C:11]4([CH2:13][CH2:14][NH:15][CH2:16][CH2:17]4)[O:10][CH2:9]3)=[CH:6][CH:7]=2)=[CH:28][CH:27]=1. The reactants are [OH:1][C:2]1[CH:7]=[CH:6][C:5]([C@H:8]2[CH2:12][C:11]3([CH2:17][CH2:16][N:15](C(OC(C)(C)C)=O)[CH2:14][CH2:13]3)[O:10][CH2:9]2)=[CH:4][CH:3]=1.[F:25][C:26]1[CH:33]=[CH:32][C:29]([CH2:30]Br)=[CH:28][CH:27]=1.C(=O)([O-])[O-].[K+].[K+].[ClH:40].O1CCOCC1. The catalyst is C(Cl)Cl.[I-].[Na+].O.CC(C)=O. The yield is 0.910. (6) The reactants are C([O:8][C:9]1[C:10](=[O:26])[N:11]([CH2:15][C:16](=[O:25])[NH:17][O:18][C:19]2[CH:24]=[CH:23][CH:22]=[CH:21][CH:20]=2)[CH:12]=[CH:13][CH:14]=1)C1C=CC=CC=1.[H][H]. The catalyst is CCO.[Pd].[Fe+3]. The product is [OH:8][C:9]1[C:10](=[O:26])[N:11]([CH2:15][C:16](=[O:25])[NH:17][O:18][C:19]2[CH:20]=[CH:21][CH:22]=[CH:23][CH:24]=2)[CH:12]=[CH:13][CH:14]=1. The yield is 0.570. (7) The reactants are [Cl:1][C:2]1[CH:3]=[C:4]([CH2:9][C:10]#[N:11])[CH:5]=[CH:6][C:7]=1[Cl:8].[CH2:12]([CH:14]1[O:16][CH2:15]1)Cl.ClCCl.CCCCCC. The catalyst is O1CCCC1. The product is [Cl:1][C:2]1[CH:3]=[C:4]([C@@:9]2([C:10]#[N:11])[CH2:12][CH:14]2[CH2:15][OH:16])[CH:5]=[CH:6][C:7]=1[Cl:8]. The yield is 0.400.